Regression. Given a peptide amino acid sequence and an MHC pseudo amino acid sequence, predict their binding affinity value. This is MHC class II binding data. From a dataset of Peptide-MHC class II binding affinity with 134,281 pairs from IEDB. (1) The peptide sequence is KCPSTGEAHLAEENE. The MHC is DRB1_0405 with pseudo-sequence DRB1_0405. The binding affinity (normalized) is 0. (2) The peptide sequence is FGQNTASIAATEAQY. The MHC is DRB1_1001 with pseudo-sequence DRB1_1001. The binding affinity (normalized) is 0.415.